This data is from Human Reference Interactome with 51,813 positive PPI pairs across 8,248 proteins, plus equal number of experimentally-validated negative pairs. The task is: Binary Classification. Given two protein amino acid sequences, predict whether they physically interact or not. (1) Protein 1 (ENSG00000169989) has sequence MAEASVDASTLPVTVKKKKSLSIEEKIDIINAVESGKKKAEIAAEYGIKKNSLSSIMKNKDKVLEAFESLRFDPKRKRLRTAFYTDLEEALMRWYRIAQCLNVPVNGPMLRLKANDFAQKLGHNDFKCSNGWLDRFKSRYGLVFRAQPVEATGVPVDPSTVWYQNVLPYYLNDYHPKNVFNIKETGLLYRMLPTNTFAFKGETCSVGKLCKDRITLVVGTNMDGSEKLPLLVIGKKRTPHCFKGLKSLPVCYEANRMAWMTSDVFEQWMRKLDEEFQAQQRRVVIFVESFPAHPEVKNLK.... Protein 2 (ENSG00000152049) has sequence MHFLTIYPNCSSGVVRAQSRTEQKNPLGLDDLGIQNLGQTVSLAPAVEAASMLKMEPLNSTHPGTAASSSPLESRAAGGGSGNGNEYFYILVVMSFYGIFLIGIMLGYMKSKRREKKSSLLLLYKDEERLWGEAMKPLPVVSGLRSVQVPLMLNMLQESVAPALSCTLCSMEGDSVSSESSSPDVHLTIQEEGADDELEETSETPLNESSEGSSENIHQNS*. Result: 0 (the proteins do not interact). (2) Protein 2 (ENSG00000100906) has sequence MFQAAERPQEWAMEGPRDGLKKERLLDDRHDSGLDSMKDEEYEQMVKELQEIRLEPQEVPRGSEPWKQQLTEDGDSFLHLAIIHEEKALTMEVIRQVKGDLAFLNFQNNLQQTPLHLAVITNQPEIAEALLGAGCDPELRDFRGNTPLHLACEQGCLASVGVLTQSCTTPHLHSILKATNYNGHTCLHLASIHGYLGIVELLVSLGADVNAQEPCNGRTALHLAVDLQNPDLVSLLLKCGADVNRVTYQGYSPYQLTWGRPSTRIQQQLGQLTLENLQMLPESEDEESYDTESEFTEFTE.... Result: 0 (the proteins do not interact). Protein 1 (ENSG00000100441) has sequence MPTWGARPASPDRFAVSAEAENKVREQQPHVERIFSVGVSVLPKDCPDNPHIWLQLEGPKENASRAKEYLKGLCSPELQDEIHYPPKLHCIFLGAQGFFLDCLAWSTSAHLVPRAPGSLMISGLTEAFVMAQSRVEELAERLSWDFTPGPSSGASQCTGVLRDFSALLQSPGDAHREALLQLPLAVQEELLSLVQEASSGQGPGALASWEGRSSALLGAQCQGVRAPPSDGRESLDTGSMGPGDCRGARGDTYAVEKEGGKQGGPREMDWGWKELPGEEAWEREVALRPQSVGGGARESA.... (3) Protein 1 (ENSG00000027697) has sequence MALLFLLPLVMQGVSRAEMGTADLGPSSVPTPTNVTIESYNMNPIVYWEYQIMPQVPVFTVEVKNYGVKNSEWIDACINISHHYCNISDHVGDPSNSLWVRVKARVGQKESAYAKSEEFAVCRDGKIGPPKLDIRKEEKQIMIDIFHPSVFVNGDEQEVDYDPETTCYIRVYNVYVRMNGSEIQYKILTQKEDDCDEIQCQLAIPVSSLNSQYCVSAEGVLHVWGVTTEKSKEVCITIFNSSIKGSLWIPVVAALLLFLVLSLVFICFYIKKINPLKEKSIILPKSLISVVRSATLETKP.... Protein 2 (ENSG00000164096) has sequence MTSLINSPINRRPLQNVEGNNRCQRKAKNYGNKYFIHCLDLEKITLSPRRKHDIEGGDKLNVKFSQLRSRRQRKAEPGACALGRVGSECIPEPGARRTAQAAGLRSVSGAANTKVRELKHFRFLGLLRSCRSEMEVDAPGVDGRDGLRERRGFSEGGRQNFDVRPQSGANGLPKHSYWLDLWLFILFDVVVFLFVYFLP*MEVDAPGVDGRDGLRERRGFSEGGRQNFDVRPQSGANGLPKHSYWLDLWLFILFDVVVFLFVYFLP*. Result: 0 (the proteins do not interact). (4) Protein 1 (ENSG00000167037) has sequence MASAPAEAETRQRLLRTVKKEVKQIMEEAVTRKFVHEDSSHIISFCAAVEACVLHGLRRRAAGFLRSNKIAALFMKVGKNFPPAEDLSRKVQDLEQLIESARNQIQGLQENVRKLPKLPNLSPLAIKHLWIRTALFEKVLDKIVHYLVENSSKYYEKEALLMDPVDGPILASLLVGPCALEYTKMKTADHFWTDPSADELVQRHRIHSSHVRQDSPTKRPALCIQKRHSSGSMDDRPSLSARDYVESLHQNSRATLLYGKNNVLVQPRDDMEAVPGYLSLHQTADVMTLKWTPNQLMNGS.... Protein 2 (ENSG00000076716) has sequence MARFGLPALLCTLAVLSAALLAAELKSKSCSEVRRLYVSKGFNKNDAPLHEINGDHLKICPQGSTCCSQEMEEKYSLQSKDDFKSVVSEQCNHLQAVFASRYKKFDEFFKELLENAEKSLNDMFVKTYGHLYMQNSELFKDLFVELKRYYVVGNVNLEEMLNDFWARLLERMFRLVNSQYHFTDEYLECVSKYTEQLKPFGDVPRKLKLQVTRAFVAARTFAQGLAVAGDVVSKVSVVNPTAQCTHALLKMIYCSHCRGLVTVKPCYNYCSNIMRGCLANQGDLDFEWNNFIDAMLMVAE.... Result: 0 (the proteins do not interact). (5) Protein 1 (ENSG00000204334) has sequence METVNEPETGEVSKDAVIVKQEKNNEYCLQDIDDKLSESAEDDGEDDTNDEDDDEDSNPKKNTQAPLELMAEFLRAEMAREYQLAKKLCQMILIYEPENPEAKEFFTLIEEMLLMEKTQNHEQDGENSDEDSSGESKGESDEELSDESSDEGEDGS*. Protein 2 (ENSG00000135823) has sequence MSMEDPFFVVKGEVQKAVNTAQGLFQRWTELLQDPSTATREEIDWTTNELRNNLRSIEWDLEDLDETISIVEANPRKFNLDATELSIRKAFITSTRQVVRDMKDQMSTSSVQALAERKNRQALLGDSGSQNWSTGTTDKYGRLDRELQRANSHFIEEQQAQQQLIVEQQDEQLELVSGSIGVLKNMSQRIGGELEEQAVMLEDFSHELESTQSRLDNVMKKLAKVSHMTSDRRQWCAIAILFAVLLVVLILFLVL*MKDQMSTSSVQALAERKNRQALLGDSGSQNWSTGTTDKYGRLDR.... Result: 0 (the proteins do not interact). (6) Protein 1 (ENSG00000198390) has sequence MSYNCCSGNFSSRSCGGYLHYPASSCGFSYPSNQVYSTDLCSPSTCQLGSSLYRGCQQTCWEPTSCQTSYVESSPCQTSCYRPRTSLLCSPCQTTYSGSLGFGSSSCRSLGYGSRSCYSVGCGSSGFRSLGYGGCGFPSLGYGVGFCRPTYLASRSCQSSCYRPTCGSGFYY*. Protein 2 (ENSG00000136152) has sequence MAEAALLLLPEAAAERDAREKLALWDRRPDTTAPLTDRQTDSVLELKAAAENLPVPAELPIEDLCSLTSQSLPIELTSVVPESTEDILLKGFTSLGMEEERIETAQQFFSWFAKLQTQMDQDEGTKYRQMRDYLSGFQEQCDAILNDVNSALQHLESLQKQYLFVSNKTGTLHEACEQLLKEQSELVDLAENIQQKLSYFNELETINTKLNSPTLSVNSDGFIPMLAKLDDCITYISSHPNFKDYPIYLLKFKQCLSKALHLMKTYTVNTLQTLTSQLLKRDPSSVPNADNAFTLFYVKF.... Result: 0 (the proteins do not interact). (7) Protein 1 (ENSG00000131051) has sequence MADDIDIEAMLEAPYKKDENKLSSANGHEERSKKRKKSKSRSRSHERKRSKSKERKRSRDRERKKSKSRERKRSRSKERRRSRSRSRDRRFRGRYRSPYSGPKFNSAIRGKIGLPHSIKLSRRRSRSKSPFRKDKSPVREPIDNLTPEERDARTVFCMQLAARIRPRDLEEFFSTVGKVRDVRMISDRNSRRSKGIAYVEFVDVSSVPLAIGLTGQRVLGVPIIVQASQAEKNRAAAMANNLQKGSAGPMRLYVGSLHFNITEDMLRGIFEPFGRIESIQLMMDSETGRSKGYGFITFSD.... Protein 2 (ENSG00000114796) has sequence MVLILGRRLNREDLGVRDSPATKRKVFEMDPKSLTGHEFFDFSSGSSHAENILQIFNEFRDSRLFTDVIICVEGKEFPCHRAVLSACSSYFRAMFCNDHRESREMLVEINGILAEAMECFLQYVYTGKVKITTENVQYLFETSSLFQISVLRDACAKFLEEQLDPCNCLGIQRFADTHSLKTLFTKCKNFALQTFEDVSQHEEFLELDKDELIDYICSDELVIGKEEMVFEAVMRWVYRAVDLRRPLLHELLTHVRLPLLHPNYFVQTVEVDQLIQNSPECYQLLHEARRYHILGNEMMS.... Result: 0 (the proteins do not interact).